This data is from Full USPTO retrosynthesis dataset with 1.9M reactions from patents (1976-2016). The task is: Predict the reactants needed to synthesize the given product. (1) The reactants are: [H-].[Na+].[CH3:3][C:4]1[N:8]([CH2:9][C:10]2[CH:15]=[CH:14][C:13]([NH:16][C:17](=[O:23])[O:18][C:19]([CH3:22])([CH3:21])[CH3:20])=[CH:12][CH:11]=2)[N:7]=[C:6]([C:24]2[O:28][N:27]=[C:26]([C:29]3[CH:34]=[CH:33][C:32]([O:35][C:36]([F:39])([F:38])[F:37])=[CH:31][CH:30]=3)[N:25]=2)[CH:5]=1.Cl.Cl[CH2:42][CH2:43][N:44]1[CH2:48][CH2:47][CH2:46][CH2:45]1. Given the product [C:19]([O:18][C:17](=[O:23])[N:16]([C:13]1[CH:14]=[CH:15][C:10]([CH2:9][N:8]2[C:4]([CH3:3])=[CH:5][C:6]([C:24]3[O:28][N:27]=[C:26]([C:29]4[CH:30]=[CH:31][C:32]([O:35][C:36]([F:37])([F:39])[F:38])=[CH:33][CH:34]=4)[N:25]=3)=[N:7]2)=[CH:11][CH:12]=1)[CH2:42][CH2:43][N:44]1[CH2:48][CH2:47][CH2:46][CH2:45]1)([CH3:22])([CH3:20])[CH3:21], predict the reactants needed to synthesize it. (2) Given the product [OH:20][C:4]1[CH:5]=[C:6]2[C:11](=[CH:12][C:3]=1[C:1]([O:25][CH3:24])=[O:2])[CH2:10][N:9]([C:13]([O:15][C:16]([CH3:17])([CH3:19])[CH3:18])=[O:14])[CH2:8][CH2:7]2, predict the reactants needed to synthesize it. The reactants are: [CH:1]([C:3]1[CH:12]=[C:11]2[C:6]([CH2:7][CH2:8][N:9]([C:13]([O:15][C:16]([CH3:19])([CH3:18])[CH3:17])=[O:14])[CH2:10]2)=[CH:5][C:4]=1[OH:20])=[O:2].[C-]#N.[Na+].[CH3:24][OH:25]. (3) Given the product [Br:1][C:2]1[C:10]2[C:5](=[CH:6][CH:7]=[C:8]([C:11](=[O:12])[NH:45][C@H:43]([C:40]3[CH:39]=[CH:38][C:37]([N+:34]([O-:36])=[O:35])=[CH:42][CH:41]=3)[CH3:44])[CH:9]=2)[N:4]([CH2:14][C:15]2[CH:16]=[CH:17][C:18]([C:21]3[C:22]([C:27]([O:29][C:30]([CH3:32])([CH3:33])[CH3:31])=[O:28])=[CH:23][CH:24]=[CH:25][CH:26]=3)=[CH:19][CH:20]=2)[N:3]=1, predict the reactants needed to synthesize it. The reactants are: [Br:1][C:2]1[C:10]2[C:5](=[CH:6][CH:7]=[C:8]([C:11](O)=[O:12])[CH:9]=2)[N:4]([CH2:14][C:15]2[CH:20]=[CH:19][C:18]([C:21]3[CH:26]=[CH:25][CH:24]=[CH:23][C:22]=3[C:27]([O:29][C:30]([CH3:33])([CH3:32])[CH3:31])=[O:28])=[CH:17][CH:16]=2)[N:3]=1.[N+:34]([C:37]1[CH:42]=[CH:41][C:40]([C@@H:43]([NH2:45])[CH3:44])=[CH:39][CH:38]=1)([O-:36])=[O:35]. (4) Given the product [Cl:1][C:2]1[CH:3]=[CH:4][C:5]([CH:8]2[C:17]3[C:12](=[CH:13][C:14]([C:18]4[N:19]=[N:20][CH:21]=[CH:22][CH:23]=4)=[CH:15][CH:16]=3)[CH:11]([CH3:25])[NH:10][CH2:9]2)=[CH:6][CH:7]=1, predict the reactants needed to synthesize it. The reactants are: [Cl:1][C:2]1[CH:7]=[CH:6][C:5]([CH:8]2[C:17]3[C:12](=[CH:13][C:14]([C:18]4[N:19]=[N:20][C:21](Cl)=[CH:22][CH:23]=4)=[CH:15][CH:16]=3)[CH:11]([CH3:25])[NH:10][CH2:9]2)=[CH:4][CH:3]=1.NN. (5) Given the product [CH3:38][N:14]1[C:13]([CH2:12][N:10]2[CH2:11][CH:7]([C:1]3[CH:2]=[CH:3][CH:4]=[CH:5][CH:6]=3)[CH2:8][C:9]2=[O:37])=[CH:17][N:16]=[CH:15]1, predict the reactants needed to synthesize it. The reactants are: [C:1]1([CH:7]2[CH2:11][N:10]([CH2:12][C:13]3[N:14]=[CH:15][N:16](C(C4C=CC=CC=4)(C4C=CC=CC=4)C4C=CC=CC=4)[CH:17]=3)[C:9](=[O:37])[CH2:8]2)[CH:6]=[CH:5][CH:4]=[CH:3][CH:2]=1.[CH3:38]I. (6) Given the product [NH2:36][C:37]1([C:41]2[CH:42]=[CH:43][C:44]([C:47]3[C:48](=[O:67])[C:49]4[C:54]([O:55][C:56]=3[C:57]3[CH:62]=[CH:61][CH:60]=[CH:59][CH:58]=3)=[C:53]3[N:63]([CH3:66])[N:64]=[CH:65][C:52]3=[CH:51][CH:50]=4)=[CH:45][CH:46]=2)[CH2:40][CH2:39][CH2:38]1, predict the reactants needed to synthesize it. The reactants are: NC1(C2C=CC(C3C(=O)C4C(=CC=C(F)C=4)OC=3C3C=CC=CC=3)=CC=2)CCC1.C(OC(=O)[NH:36][C:37]1([C:41]2[CH:46]=[CH:45][C:44]([C:47]3[C:48](=[O:67])[C:49]4[C:54]([O:55][C:56]=3[C:57]3[CH:62]=[CH:61][CH:60]=[CH:59][CH:58]=3)=[C:53]3[N:63]([CH3:66])[N:64]=[CH:65][C:52]3=[CH:51][CH:50]=4)=[CH:43][CH:42]=2)[CH2:40][CH2:39][CH2:38]1)(C)(C)C. (7) The reactants are: [CH2:1]([NH:8][C:9]1[CH:14]=[C:13](Cl)[N:12]=[CH:11][C:10]=1[CH2:16][C:17]([NH2:19])=[O:18])[C:2]1[CH:7]=[CH:6][CH:5]=[CH:4][CH:3]=1.C(Cl)Cl.CC(C)([O-])C.[Na+].[O:29]1[CH2:34][CH2:33][N:32]([CH2:35][C:36]2[CH:42]=[CH:41][C:39]([NH2:40])=[CH:38][CH:37]=2)[CH2:31][CH2:30]1. Given the product [CH2:1]([NH:8][C:9]1[CH:14]=[C:13]([NH:40][C:39]2[CH:38]=[CH:37][C:36]([CH2:35][N:32]3[CH2:31][CH2:30][O:29][CH2:34][CH2:33]3)=[CH:42][CH:41]=2)[N:12]=[CH:11][C:10]=1[CH2:16][C:17]([NH2:19])=[O:18])[C:2]1[CH:7]=[CH:6][CH:5]=[CH:4][CH:3]=1, predict the reactants needed to synthesize it. (8) Given the product [Cl:18][C:19]1[C:27]([C:28]([F:29])([F:30])[F:31])=[CH:26][CH:25]=[CH:24][C:20]=1[C:21]([NH:10][CH:3]([C:4]1[CH:9]=[CH:8][CH:7]=[CH:6][CH:5]=1)[C:2]([CH3:1])([N:12]1[CH2:16][CH2:15][CH2:14][CH:13]1[CH3:17])[CH3:11])=[O:22], predict the reactants needed to synthesize it. The reactants are: [CH3:1][C:2]([N:12]1[CH2:16][CH2:15][CH2:14][CH:13]1[CH3:17])([CH3:11])[CH:3]([NH2:10])[C:4]1[CH:9]=[CH:8][CH:7]=[CH:6][CH:5]=1.[Cl:18][C:19]1[C:27]([C:28]([F:31])([F:30])[F:29])=[CH:26][CH:25]=[CH:24][C:20]=1[C:21](O)=[O:22].C(Cl)CCl.C1C=CC2N(O)N=NC=2C=1.C(=O)([O-])O.[Na+]. (9) Given the product [ClH:1].[CH3:24][NH:25][S:26]([CH2:29][CH2:30][C:31]1[CH:32]=[CH:33][C:34]([NH:37][C:2]2[N:7]=[C:6]([N:8]([C:9]3[CH:22]=[CH:21][C:12]4[N:13]([CH3:20])[C:14]([NH:16][CH:17]([CH3:19])[CH3:18])=[N:15][C:11]=4[CH:10]=3)[CH3:23])[CH:5]=[CH:4][N:3]=2)=[CH:35][CH:36]=1)(=[O:27])=[O:28], predict the reactants needed to synthesize it. The reactants are: [Cl:1][C:2]1[N:7]=[C:6]([N:8]([CH3:23])[C:9]2[CH:22]=[CH:21][C:12]3[N:13]([CH3:20])[C:14]([NH:16][CH:17]([CH3:19])[CH3:18])=[N:15][C:11]=3[CH:10]=2)[CH:5]=[CH:4][N:3]=1.[CH3:24][NH:25][S:26]([CH2:29][CH2:30][C:31]1[CH:36]=[CH:35][C:34]([NH2:37])=[CH:33][CH:32]=1)(=[O:28])=[O:27].